This data is from Forward reaction prediction with 1.9M reactions from USPTO patents (1976-2016). The task is: Predict the product of the given reaction. (1) Given the reactants Br[C:2]1[CH:3]=[C:4]2[C@@:15]3([CH2:20][CH2:19][O:18][C:17]([NH2:21])=[N:16]3)[C:14]3[CH:13]=[C:12]([Cl:22])[N:11]=[C:10]([F:23])[C:9]=3[O:8][C:5]2=[CH:6][CH:7]=1.[N-:24]=[N+:25]=[N-:26].[Na+].CN[C@@H]1CCCC[C@H]1NC.[NH4+].[Cl-].[NH4+].[OH-], predict the reaction product. The product is: [N:24]([C:2]1[CH:3]=[C:4]2[C@@:15]3([CH2:20][CH2:19][O:18][C:17]([NH2:21])=[N:16]3)[C:14]3[CH:13]=[C:12]([Cl:22])[N:11]=[C:10]([F:23])[C:9]=3[O:8][C:5]2=[CH:6][CH:7]=1)=[N+:25]=[N-:26]. (2) Given the reactants Br[C:2]1[CH:32]=[CH:31][C:5]([CH2:6][C:7]2([C:19]([NH:21][CH2:22][CH:23]([OH:30])[CH2:24][C:25]([CH3:29])([CH3:28])[CH2:26][CH3:27])=[O:20])[CH2:11][CH2:10][CH2:9][N:8]2[C:12]([O:14][C:15]([CH3:18])([CH3:17])[CH3:16])=[O:13])=[CH:4][CH:3]=1.Br[C:34]1[CH:39]=[CH:38][C:37]([F:40])=[CH:36][N:35]=1.C[Sn](C)C.C[Sn](C)C.[F-].[K+], predict the reaction product. The product is: [F:40][C:37]1[CH:38]=[CH:39][C:34]([C:2]2[CH:32]=[CH:31][C:5]([CH2:6][C:7]3([C:19]([NH:21][CH2:22][CH:23]([OH:30])[CH2:24][C:25]([CH3:28])([CH3:29])[CH2:26][CH3:27])=[O:20])[CH2:11][CH2:10][CH2:9][N:8]3[C:12]([O:14][C:15]([CH3:16])([CH3:17])[CH3:18])=[O:13])=[CH:4][CH:3]=2)=[N:35][CH:36]=1.